Task: Regression. Given a peptide amino acid sequence and an MHC pseudo amino acid sequence, predict their binding affinity value. This is MHC class II binding data.. Dataset: Peptide-MHC class II binding affinity with 134,281 pairs from IEDB (1) The binding affinity (normalized) is 0.683. The peptide sequence is SNGTGNIVSSVNMVSRL. The MHC is DRB1_1101 with pseudo-sequence DRB1_1101. (2) The peptide sequence is ISPNSVFSQWRVVCESLEEYD. The MHC is DRB1_0401 with pseudo-sequence DRB1_0401. The binding affinity (normalized) is 0.287. (3) The peptide sequence is FDPYGATISATPESA. The MHC is HLA-DPA10301-DPB10402 with pseudo-sequence HLA-DPA10301-DPB10402. The binding affinity (normalized) is 0.136. (4) The peptide sequence is SVQVRGELAAEEVEV. The MHC is DRB1_0401 with pseudo-sequence DRB1_0401. The binding affinity (normalized) is 0.345.